From a dataset of Full USPTO retrosynthesis dataset with 1.9M reactions from patents (1976-2016). Predict the reactants needed to synthesize the given product. (1) Given the product [OH:16][C:7]1[C:8]2[N:9]([CH:13]=[CH:14][CH:15]=2)[NH:10][C:11](=[O:12])[C:6]=1[C:4]([NH:17][CH2:18][C:19]([OH:21])=[O:20])=[O:5], predict the reactants needed to synthesize it. The reactants are: C(O[C:4]([C:6]1[C:11](=[O:12])[NH:10][N:9]2[CH:13]=[CH:14][CH:15]=[C:8]2[C:7]=1[OH:16])=[O:5])C.[NH2:17][CH2:18][C:19]([O-:21])=[O:20].[Na+]. (2) The reactants are: [H-].[Al+3].[Li+].[H-].[H-].[H-].[O:7]1[CH2:11][CH2:10][O:9][CH:8]1[CH2:12][CH2:13][C:14]#[N:15].O.[OH-].[Na+]. Given the product [O:7]1[CH2:11][CH2:10][O:9][CH:8]1[CH2:12][CH2:13][CH2:14][NH2:15], predict the reactants needed to synthesize it. (3) Given the product [Br:19][CH2:20][CH2:21][CH2:22][CH2:23][C:24]([NH:1][C:2]1[CH:11]=[CH:10][CH:9]=[C:8]([Cl:12])[C:3]=1[C:4]([O:6][CH3:7])=[O:5])=[O:25], predict the reactants needed to synthesize it. The reactants are: [NH2:1][C:2]1[CH:11]=[CH:10][CH:9]=[C:8]([Cl:12])[C:3]=1[C:4]([O:6][CH3:7])=[O:5].N1C=CC=CC=1.[Br:19][CH2:20][CH2:21][CH2:22][CH2:23][C:24](Cl)=[O:25]. (4) Given the product [CH3:1][O:2][CH2:3][C@H:4]([CH3:45])[O:5][C:6]1[CH:22]=[C:21]([C:23]2[NH:24][C:25]([C:28]3[O:29][C@@H:30]([CH2:33][OH:34])[CH2:31][N:32]=3)=[CH:26][CH:27]=2)[CH:20]=[C:8]([O:9][C:10]2[CH:15]=[N:14][C:13]([S:16]([CH3:19])(=[O:18])=[O:17])=[CH:12][N:11]=2)[CH:7]=1, predict the reactants needed to synthesize it. The reactants are: [CH3:1][O:2][CH2:3][C@H:4]([CH3:45])[O:5][C:6]1[CH:7]=[C:8]([CH:20]=[C:21]([C:23]2[NH:24][C:25]([C:28]3[O:29][C@@H:30]([CH2:33][O:34][Si](C(C)C)(C(C)C)C(C)C)[CH2:31][N:32]=3)=[CH:26][CH:27]=2)[CH:22]=1)[O:9][C:10]1[CH:15]=[N:14][C:13]([S:16]([CH3:19])(=[O:18])=[O:17])=[CH:12][N:11]=1.[F-].C([N+](CCCC)(CCCC)CCCC)CCC.O. (5) Given the product [F:1][C:2]1[CH:7]=[CH:6][C:5]([C@@H:8]([NH:10][C:11]2[N:19]=[C:18]([NH:20][C:21]3[CH:26]=[N:25][CH:24]=[CH:23][N:22]=3)[CH:17]=[CH:16][C:12]=2[C:13]([NH:34][CH3:38])=[O:14])[CH3:9])=[CH:4][CH:3]=1, predict the reactants needed to synthesize it. The reactants are: [F:1][C:2]1[CH:7]=[CH:6][C:5]([C@@H:8]([NH:10][C:11]2[N:19]=[C:18]([NH:20][C:21]3[CH:26]=[N:25][CH:24]=[CH:23][N:22]=3)[CH:17]=[CH:16][C:12]=2[C:13](O)=[O:14])[CH3:9])=[CH:4][CH:3]=1.F[P-](F)(F)(F)(F)F.[N:34]1(OC(N(C)C)=[N+](C)C)[C:38]2C=CC=CC=2N=N1.C(N(CC)CC)C.CN.O1CCCC1. (6) Given the product [Br:16][C:5]1[N:6]=[CH:7][C:2]2[N:1]=[C:11]([OH:13])[CH:10]=[CH:9][C:3]=2[N:4]=1, predict the reactants needed to synthesize it. The reactants are: [NH2:1][C:2]1[C:3](/[CH:9]=[CH:10]/[C:11]([O:13]CC)=O)=[N:4][C:5](I)=[N:6][CH:7]=1.[BrH:16].C(O)(=O)C. (7) Given the product [F:1][C:2]1[CH:3]=[C:4]2[C:9](=[CH:10][CH:11]=1)[CH:8]([CH3:12])[NH:7][CH2:6][CH2:5]2, predict the reactants needed to synthesize it. The reactants are: [F:1][C:2]1[CH:3]=[C:4]2[C:9](=[CH:10][CH:11]=1)[C:8]([CH3:12])=[N:7][CH2:6][CH2:5]2.C(O[BH-](OC(=O)C)OC(=O)C)(=O)C.[Na+].